Dataset: Retrosynthesis with 50K atom-mapped reactions and 10 reaction types from USPTO. Task: Predict the reactants needed to synthesize the given product. Given the product CC(C)(C)OC(=O)Nc1nc2ccc(Sc3nnc4ccc(N5CCOCC5)nn34)cc2s1, predict the reactants needed to synthesize it. The reactants are: CC(C)(C)OC(=O)Nc1nc2ccc(S)cc2s1.Clc1nnc2ccc(N3CCOCC3)nn12.